Predict the reactants needed to synthesize the given product. From a dataset of Full USPTO retrosynthesis dataset with 1.9M reactions from patents (1976-2016). (1) The reactants are: C([N:8]1[CH2:12][CH2:11][C@H:10]([OH:13])[CH2:9]1)(OC(C)(C)C)=O.[H-].[Na+].Br[CH2:17][CH2:18][O:19][CH2:20][CH2:21][O:22][CH2:23][CH2:24][O:25][CH2:26][CH2:27][O:28][CH2:29][CH2:30][O:31][CH3:32].ClCCl. Given the product [CH3:32][O:31][CH2:30][CH2:29][O:28][CH2:27][CH2:26][O:25][CH2:24][CH2:23][O:22][CH2:21][CH2:20][O:19][CH2:18][CH2:17][O:13][C@H:10]1[CH2:11][CH2:12][NH:8][CH2:9]1, predict the reactants needed to synthesize it. (2) Given the product [CH2:43]([O:50][C:51](=[O:70])[NH:52][CH2:53][CH2:54][CH2:55][CH2:56][C@H:57]([NH:69][C:6]([CH:2]1[CH2:3][CH2:4][CH2:5][O:1]1)=[O:8])[C:58]([C:60]1[S:61][C:62]2[CH:68]=[CH:67][CH:66]=[CH:65][C:63]=2[N:64]=1)=[O:59])[C:44]1[CH:49]=[CH:48][CH:47]=[CH:46][CH:45]=1, predict the reactants needed to synthesize it. The reactants are: [O:1]1[CH2:5][CH2:4][CH2:3][CH:2]1[C:6]([OH:8])=O.CCN(C(C)C)C(C)C.CN(C(ON1N=NC2C=CC=NC1=2)=[N+](C)C)C.F[P-](F)(F)(F)(F)F.Cl.[CH2:43]([O:50][C:51](=[O:70])[NH:52][CH2:53][CH2:54][CH2:55][CH2:56][C@H:57]([NH2:69])[C:58]([C:60]1[S:61][C:62]2[CH:68]=[CH:67][CH:66]=[CH:65][C:63]=2[N:64]=1)=[O:59])[C:44]1[CH:49]=[CH:48][CH:47]=[CH:46][CH:45]=1.